This data is from Reaction yield outcomes from USPTO patents with 853,638 reactions. The task is: Predict the reaction yield, written as a fraction of the theoretical maximum amount of product (1.0 means a 100% yield; for example, 0.34 means a 34% yield). (1) The reactants are [N:1]1[C:2]([C:10]2[CH:15]=[CH:14][C:13]([C:16]3[CH:17]=[C:18]4[C:23](=[CH:24][CH:25]=3)[CH:22]=[C:21]([OH:26])[CH:20]=[CH:19]4)=[CH:12][CH:11]=2)=[CH:3][N:4]2[CH:9]=[CH:8][CH:7]=[CH:6][C:5]=12.N1C=CC=CC=1.[F:33][C:34]([F:47])([F:46])[S:35](O[S:35]([C:34]([F:47])([F:46])[F:33])(=[O:37])=[O:36])(=[O:37])=[O:36].Cl. The catalyst is ClCCl. The product is [F:33][C:34]([F:47])([F:46])[S:35]([O:26][C:21]1[CH:20]=[CH:19][C:18]2[C:23](=[CH:24][CH:25]=[C:16]([C:13]3[CH:12]=[CH:11][C:10]([C:2]4[N:1]=[C:5]5[CH:6]=[CH:7][CH:8]=[CH:9][N:4]5[CH:3]=4)=[CH:15][CH:14]=3)[CH:17]=2)[CH:22]=1)(=[O:37])=[O:36]. The yield is 0.930. (2) The reactants are [CH3:1][O:2][C:3]([C:5]1[C:13]([NH:14][C:15]2[CH:20]=[CH:19][CH:18]=[CH:17][CH:16]=2)=[C:12]([F:21])[C:8]2[N:9]=[CH:10][NH:11][C:7]=2[CH:6]=1)=[O:4].[Br:22]N1C(=O)CCC1=O. The catalyst is CN(C)C=O. The product is [CH3:1][O:2][C:3]([C:5]1[C:13]([NH:14][C:15]2[CH:16]=[CH:17][C:18]([Br:22])=[CH:19][CH:20]=2)=[C:12]([F:21])[C:8]2[N:9]=[CH:10][NH:11][C:7]=2[CH:6]=1)=[O:4]. The yield is 1.00. (3) The reactants are Br[C:2]1[CH:7]=[C:6]([F:8])[CH:5]=[C:4]([F:9])[C:3]=1[O:10][C@H:11]([CH2:13][CH:14]=[CH2:15])[CH3:12].FC1C(F)=CC([B:24]2[O:31][C:30](=[O:32])[CH2:29][N:28]([CH3:33])[CH2:27][C:26](=[O:34])[O:25]2)=C(O[C@H](CC=C)C)C=1. No catalyst specified. The product is [F:9][C:4]1[C:3]([O:10][C@H:11]([CH2:13][CH:14]=[CH2:15])[CH3:12])=[C:2]([B:24]2[O:31][C:30](=[O:32])[CH2:29][N:28]([CH3:33])[CH2:27][C:26](=[O:34])[O:25]2)[CH:7]=[C:6]([F:8])[CH:5]=1. The yield is 0.400. (4) The reactants are [CH3:1][C:2]1[CH:7]=[CH:6][C:5]([CH2:8][CH2:9][O:10][C@H:11]2[CH2:15][CH2:14][C@H:13]([NH:16]C(=O)OCC3C=CC=CC=3)[CH2:12]2)=[CH:4][CH:3]=1.[H][H]. The catalyst is [Pd].C(O)C. The product is [CH3:1][C:2]1[CH:3]=[CH:4][C:5]([CH2:8][CH2:9][O:10][C@H:11]2[CH2:15][CH2:14][C@H:13]([NH2:16])[CH2:12]2)=[CH:6][CH:7]=1. The yield is 0.860. (5) No catalyst specified. The product is [CH3:41][O:42][C:51](=[O:52])[C:24]1[CH:23]=[CH:22][C:21]([C:19]([C:18]2[N:10]([C:7]3[CH:8]=[CH:9][C:4]([Cl:3])=[CH:5][CH:6]=3)[N:11]=[C:12]3[C:17]=2[CH:16]=[CH:15][CH:14]=[CH:13]3)([CH:32]2[CH2:31][CH2:30][CH2:35][CH2:34][CH2:33]2)[O:20][CH3:44])=[CH:26][CH:25]=1. The yield is 0.220. The reactants are [H-].[Na+].[Cl:3][C:4]1[CH:9]=[CH:8][C:7]([N:10]2[C:18]([CH:19]([CH:21]3[CH2:26][CH2:25][CH2:24][CH2:23][CH2:22]3)[OH:20])=[C:17]3[C:12]([CH:13]=[CH:14][CH:15]=[CH:16]3)=[N:11]2)=[CH:6][CH:5]=1.COC(=O)[C:30]1[CH:35]=[CH:34][C:33](CCl)=[CH:32][CH:31]=1.C1C[O:42][CH2:41]C1.[CH3:44]S(C)=O.CN([CH:51]=[O:52])C. (6) The reactants are [C:1]([O:9][CH2:10][C@@:11]1([CH3:19])[CH2:17][CH2:16][CH2:15][CH:14]([OH:18])[CH2:13][O:12]1)(=[O:8])[C:2]1[CH:7]=[CH:6][CH:5]=[CH:4][CH:3]=1.C1C=C[NH+]=CC=1.[O-][Cr](Cl)(=O)=O. The catalyst is C(Cl)Cl.CCCCCC. The product is [C:1]([O:9][CH2:10][C@@:11]1([CH3:19])[CH2:17][CH2:16][CH2:15][C:14](=[O:18])[CH2:13][O:12]1)(=[O:8])[C:2]1[CH:3]=[CH:4][CH:5]=[CH:6][CH:7]=1. The yield is 0.720. (7) The reactants are [F:1][C:2]1[CH:3]=[CH:4][C:5]2=[C:6]([CH:36]=1)[O:7][CH2:8][C:9]1[C:34]([F:35])=[CH:33][CH:32]=[CH:31][C:10]=1/[C:11]/2=[CH:12]\[C:13]1[CH:18]=[CH:17][C:16]([NH:19][C@@H:20]2[CH2:25][CH2:24][N:23]([CH3:26])[CH2:22][C@H:21]2[OH:27])=[C:15]([N+:28]([O-])=O)[CH:14]=1.C(N(CC)CC)C.N1C=CC=CC=1.C1C=CC(O[C:57](OC2C=CC=CC=2)=[N:58][C:59]#[N:60])=CC=1. The catalyst is O1CCCC1.[Pt]. The product is [F:1][C:2]1[CH:3]=[CH:4][C:5]2=[C:6]([CH:36]=1)[O:7][CH2:8][C:9]1[C:34]([F:35])=[CH:33][CH:32]=[CH:31][C:10]=1/[C:11]/2=[CH:12]\[C:13]1[CH:18]=[CH:17][C:16]2[N:19]([C@@H:20]3[CH2:25][CH2:24][N:23]([CH3:26])[CH2:22][C@H:21]3[OH:27])/[C:57](=[N:58]/[C:59]#[N:60])/[NH:28][C:15]=2[CH:14]=1. The yield is 0.260. (8) The reactants are [F:1][C:2]1[C:7]([O:8][CH3:9])=[CH:6][CH:5]=[C:4]([F:10])[C:3]=1[C:11]1[N:16]=[C:15]([C:17]([O:19]C)=[O:18])[CH:14]=[CH:13][C:12]=1[F:21].[OH-].[Na+].Cl. The catalyst is C1COCC1.CO. The product is [F:1][C:2]1[C:7]([O:8][CH3:9])=[CH:6][CH:5]=[C:4]([F:10])[C:3]=1[C:11]1[N:16]=[C:15]([C:17]([OH:19])=[O:18])[CH:14]=[CH:13][C:12]=1[F:21]. The yield is 0.680. (9) The yield is 0.980. The product is [Cl:12][C:13]1[CH:14]=[C:15]([NH:20][C:21]2[C:22]3[CH2:29][C:28](=[O:8])[N:27]([CH3:30])[C:23]=3[N:24]=[CH:25][N:26]=2)[CH:16]=[CH:17][C:18]=1[F:19]. The reactants are C1C(C(CBr)=[O:8])=CC=C(Br)C=1.[Cl:12][C:13]1[CH:14]=[C:15]([NH:20][C:21]2[C:22]3[CH:29]=[CH:28][N:27]([CH3:30])[C:23]=3[N:24]=[CH:25][N:26]=2)[CH:16]=[CH:17][C:18]=1[F:19]. The catalyst is C(O)(C)(C)C.C(O)(=O)C.[Zn]. (10) The product is [N:1]1[N:2]=[C:3]([C:10]2[CH:19]=[CH:18][C:17]3[C:12](=[C:13]([O:20][C@H:21]4[CH2:26][CH2:25][N:24]([C:27]([O:29][C:30]([CH3:31])([CH3:33])[CH3:32])=[O:28])[C@H:23]([C:34](=[O:36])[N:56]([O:57][CH3:37])[CH3:51])[CH2:22]4)[CH:14]=[CH:15][CH:16]=3)[N:11]=2)[N:4]2[CH:9]=[CH:8][CH:7]=[CH:6][C:5]=12. The catalyst is C(Cl)Cl.CCOC(C)=O. The yield is 0.700. The reactants are [N:1]1[N:2]=[C:3]([C:10]2[CH:19]=[CH:18][C:17]3[C:12](=[C:13]([O:20][C@H:21]4[CH2:26][CH2:25][N:24]([C:27]([O:29][C:30]([CH3:33])([CH3:32])[CH3:31])=[O:28])[C@H:23]([C:34]([OH:36])=O)[CH2:22]4)[CH:14]=[CH:15][CH:16]=3)[N:11]=2)[N:4]2[CH:9]=[CH:8][CH:7]=[CH:6][C:5]=12.[CH3:37]CN=C=NCCCN(C)C.C1C=C[C:51]2[N:56]([OH:57])N=NC=2C=1.C(N(CC)CC)C.Cl.CN(C)O.